This data is from Full USPTO retrosynthesis dataset with 1.9M reactions from patents (1976-2016). The task is: Predict the reactants needed to synthesize the given product. (1) Given the product [Cl:15][C:11]1[CH:10]=[C:9]2[C:8](=[CH:13][C:12]=1[Cl:14])[NH:7][C:17]([C:18]1[CH:23]=[CH:22][C:21]([C:24]#[N:25])=[CH:20][CH:19]=1)=[CH:16]2, predict the reactants needed to synthesize it. The reactants are: C(OC(=O)[NH:7][C:8]1[CH:13]=[C:12]([Cl:14])[C:11]([Cl:15])=[CH:10][C:9]=1[C:16]#[C:17][C:18]1[CH:23]=[CH:22][C:21]([C:24]#[N:25])=[CH:20][CH:19]=1)(C)(C)C.[F-].C([N+](CCCC)(CCCC)CCCC)CCC. (2) Given the product [F:31][C:4]([F:3])([F:30])[O:5][C:6]1[CH:29]=[CH:28][C:9]2[NH:10][C:11]([C:13]3[C:25]4[C:24]5[C:19](=[CH:20][CH:21]=[CH:22][CH:23]=5)[CH:18]([NH2:26])[C:17]=4[CH:16]=[CH:15][CH:14]=3)=[N:12][C:8]=2[CH:7]=1, predict the reactants needed to synthesize it. The reactants are: [H][H].[F:3][C:4]([F:31])([F:30])[O:5][C:6]1[CH:29]=[CH:28][C:9]2[NH:10][C:11]([C:13]3[C:25]4[C:24]5[C:19](=[CH:20][CH:21]=[CH:22][CH:23]=5)[C:18](=[N:26]O)[C:17]=4[CH:16]=[CH:15][CH:14]=3)=[N:12][C:8]=2[CH:7]=1. (3) Given the product [CH:1]([C:4]1[CH:9]=[CH:8][C:7]([C:10]2[N:14]([CH2:15][CH2:16][O:17][CH3:18])[C:13]3[C:19]([O:25][CH3:26])=[CH:20][C:21]([CH:23]([OH:24])[CH3:27])=[CH:22][C:12]=3[N:11]=2)=[CH:6][CH:5]=1)([CH3:3])[CH3:2], predict the reactants needed to synthesize it. The reactants are: [CH:1]([C:4]1[CH:9]=[CH:8][C:7]([C:10]2[N:14]([CH2:15][CH2:16][O:17][CH3:18])[C:13]3[C:19]([O:25][CH3:26])=[CH:20][C:21]([CH:23]=[O:24])=[CH:22][C:12]=3[N:11]=2)=[CH:6][CH:5]=1)([CH3:3])[CH3:2].[CH3:27][Mg]I. (4) Given the product [CH:1]([C:3]1[CH:10]=[CH:9][C:6]([C:7](=[NH:8])[O:13][CH2:12][CH3:11])=[CH:5][CH:4]=1)=[O:2], predict the reactants needed to synthesize it. The reactants are: [CH:1]([C:3]1[CH:10]=[CH:9][C:6]([C:7]#[N:8])=[CH:5][CH:4]=1)=[O:2].[CH3:11][CH2:12][OH:13]. (5) Given the product [Br:1][C:2]1[C:11]([CH2:12][Cl:29])=[C:10]2[C:5]([NH:6][C:7]([CH3:17])([CH3:16])[C:8](=[O:15])[N:9]2[CH3:14])=[CH:4][CH:3]=1, predict the reactants needed to synthesize it. The reactants are: [Br:1][C:2]1[C:11]([CH2:12]O)=[C:10]2[C:5]([NH:6][C:7]([CH3:17])([CH3:16])[C:8](=[O:15])[N:9]2[CH3:14])=[CH:4][CH:3]=1.C(N(CC)CC)C.CS([Cl:29])(=O)=O.C(OCC)(=O)C. (6) Given the product [O:28]1[C:32]2[CH:33]=[CH:34][C:35]([N:8]3[C:9](=[O:26])[C:10]([CH2:11][C:12]4[CH:17]=[CH:16][C:15]([C:18]5[CH:23]=[CH:22][CH:21]=[CH:20][C:19]=5[C:24]5[NH:40][C:53](=[O:55])[O:56][N:25]=5)=[CH:14][CH:13]=4)=[C:5]([CH2:4][O:3][CH2:1][CH3:2])[N:6]=[C:7]3[CH3:27])=[CH:36][C:31]=2[CH2:30][CH2:29]1, predict the reactants needed to synthesize it. The reactants are: [CH2:1]([O:3][CH2:4][C:5]1[N:6]=[C:7]([CH3:27])[NH:8][C:9](=[O:26])[C:10]=1[CH2:11][C:12]1[CH:17]=[CH:16][C:15]([C:18]2[C:19]([C:24]#[N:25])=[CH:20][CH:21]=[CH:22][CH:23]=2)=[CH:14][CH:13]=1)[CH3:2].[O:28]1[C:32]2[CH:33]=[CH:34][C:35](B(O)O)=[CH:36][C:31]=2[CH2:30][CH2:29]1.[N:40]1C=CC=CC=1.C(N(CC)CC)C.[C:53]([O:56]CC)(=[O:55])C.